From a dataset of Full USPTO retrosynthesis dataset with 1.9M reactions from patents (1976-2016). Predict the reactants needed to synthesize the given product. (1) The reactants are: Br[C:2]1[CH:7]=[C:6]([Cl:8])[CH:5]=[C:4]([F:9])[C:3]=1[N:10]1[CH:14]=[CH:13][CH:12]=[CH:11]1.C([Li])CCC.[CH3:20][O:21][C:22]1[C:29]([O:30][CH3:31])=[CH:28][CH:27]=[CH:26][C:23]=1[CH:24]=[O:25].[Cl-].[NH4+]. Given the product [Cl:8][C:6]1[CH:5]=[C:4]([F:9])[C:3]([N:10]2[CH:14]=[CH:13][CH:12]=[CH:11]2)=[C:2]([CH:24]([C:23]2[CH:26]=[CH:27][CH:28]=[C:29]([O:30][CH3:31])[C:22]=2[O:21][CH3:20])[OH:25])[CH:7]=1, predict the reactants needed to synthesize it. (2) Given the product [F:15][C:12]([F:13])([F:14])[S:9]([O:8][C:21]1[CH:20]=[N:19][C:18]([C:17]([F:26])([F:25])[F:16])=[N:23][CH:22]=1)(=[O:10])=[O:11], predict the reactants needed to synthesize it. The reactants are: S([O:8][S:9]([C:12]([F:15])([F:14])[F:13])(=[O:11])=[O:10])(C(F)(F)F)(=O)=O.[F:16][C:17]([F:26])([F:25])[C:18]1[N:23]=[CH:22][C:21](O)=[CH:20][N:19]=1.P([O-])([O-])([O-])=O.[K+].[K+].[K+]. (3) The reactants are: [CH2:1]([O:8][C@H:9]([CH3:19])[C:10]([N-]N1CCOCC1)=[O:11])[C:2]1[CH:7]=[CH:6][CH:5]=[CH:4][CH:3]=1.[CH:20]([Li])([CH3:22])[CH3:21].[Cl-].[NH4+]. Given the product [CH2:1]([O:8][C@@H:9]([C:10](=[O:11])[CH:20]([CH3:22])[CH3:21])[CH3:19])[C:2]1[CH:3]=[CH:4][CH:5]=[CH:6][CH:7]=1, predict the reactants needed to synthesize it.